This data is from Reaction yield outcomes from USPTO patents with 853,638 reactions. The task is: Predict the reaction yield, written as a fraction of the theoretical maximum amount of product (1.0 means a 100% yield; for example, 0.34 means a 34% yield). The reactants are Cl[CH2:2][CH2:3][CH2:4][CH2:5][O:6][C:7]1[CH:16]=[C:15]2[C:10]([C:11]([O:17][C:18]3[CH:23]=[CH:22][C:21]([CH3:24])=[CH:20][C:19]=3[C:25]([C:27]3[CH:32]=[CH:31][CH:30]=[CH:29][CH:28]=3)=[O:26])=[CH:12][CH:13]=[N:14]2)=[CH:9][C:8]=1[O:33][CH3:34].[CH2:35]([NH:37][CH2:38][CH3:39])[CH3:36].C(=O)([O-])[O-].[K+].[K+].O. The catalyst is CN(C)C=O. The product is [CH2:35]([N:37]([CH2:38][CH3:39])[CH2:2][CH2:3][CH2:4][CH2:5][O:6][C:7]1[CH:16]=[C:15]2[C:10]([C:11]([O:17][C:18]3[CH:23]=[CH:22][C:21]([CH3:24])=[CH:20][C:19]=3[C:25]([C:27]3[CH:32]=[CH:31][CH:30]=[CH:29][CH:28]=3)=[O:26])=[CH:12][CH:13]=[N:14]2)=[CH:9][C:8]=1[O:33][CH3:34])[CH3:36]. The yield is 0.410.